This data is from Forward reaction prediction with 1.9M reactions from USPTO patents (1976-2016). The task is: Predict the product of the given reaction. (1) The product is: [O:1]([C:3]1[CH:4]=[C:5]([N:9]2[CH2:10][CH2:11][N:12]([C:15]([O:17][C:18]([CH3:21])([CH3:20])[CH3:19])=[O:16])[CH2:13][CH2:14]2)[CH:6]=[CH:7][C:8]=1[Br:22])[CH3:2]. Given the reactants [O:1]([C:3]1[CH:4]=[C:5]([N:9]2[CH2:14][CH2:13][N:12]([C:15]([O:17][C:18]([CH3:21])([CH3:20])[CH3:19])=[O:16])[CH2:11][CH2:10]2)[CH:6]=[CH:7][CH:8]=1)[CH3:2].[Br:22]Br, predict the reaction product. (2) Given the reactants C[N:2]([CH2:4][CH2:5][C:6]1[C:10]2[CH:11]=[C:12]([CH2:15][S:16]([N:19]3[CH2:23][CH2:22][CH2:21][CH2:20]3)(=[O:18])=[O:17])[CH:13]=[CH:14][C:9]=2[NH:8][CH:7]=1)C.N1C2C(=CC=CC=2)C=C1.C1(NN)C=CC=CC=1.C(OC(OCC)CCCCl)C, predict the reaction product. The product is: [NH2:2][CH2:4][CH2:5][C:6]1[C:10]2[C:9](=[CH:14][CH:13]=[C:12]([CH2:15][S:16]([N:19]3[CH2:20][CH2:21][CH2:22][CH2:23]3)(=[O:18])=[O:17])[CH:11]=2)[NH:8][CH:7]=1. (3) Given the reactants [CH3:1][O:2][C:3](=[O:8])[CH2:4][C:5]([CH3:7])=O.[CH2:9]([O:11][C:12]1[CH:19]=[CH:18][CH:17]=[C:16]([CH2:20][CH2:21][CH2:22][CH2:23][CH2:24][CH2:25][CH2:26][CH2:27][CH2:28][CH2:29][CH2:30][CH2:31][CH2:32][CH2:33][CH3:34])[C:13]=1[CH:14]=O)[CH3:10].[NH2:35][C:36]([NH2:38])=[O:37].Cl, predict the reaction product. The product is: [CH3:1][O:2][C:3]([C:4]1[CH:14]([C:13]2[C:16]([CH2:20][CH2:21][CH2:22][CH2:23][CH2:24][CH2:25][CH2:26][CH2:27][CH2:28][CH2:29][CH2:30][CH2:31][CH2:32][CH2:33][CH3:34])=[CH:17][CH:18]=[CH:19][C:12]=2[O:11][CH2:9][CH3:10])[NH:35][C:36](=[O:37])[NH:38][C:5]=1[CH3:7])=[O:8].